Dataset: Forward reaction prediction with 1.9M reactions from USPTO patents (1976-2016). Task: Predict the product of the given reaction. (1) Given the reactants [N:1]([CH2:4][CH2:5][C@@H:6]1[C:10]2[NH:11][C:12]([C:14]3[CH:15]=[CH:16][CH:17]=[C:18]4[C:23]=3[N:22]=[C:21]([NH:24][C:25]([CH3:28])([CH3:27])[CH3:26])[N:20]([CH3:29])[C:19]4=[O:30])=[CH:13][C:9]=2[C:8](=[O:31])[NH:7]1)=[N+]=[N-].CP(C)C, predict the reaction product. The product is: [NH2:1][CH2:4][CH2:5][C@@H:6]1[C:10]2[NH:11][C:12]([C:14]3[CH:15]=[CH:16][CH:17]=[C:18]4[C:23]=3[N:22]=[C:21]([NH:24][C:25]([CH3:28])([CH3:26])[CH3:27])[N:20]([CH3:29])[C:19]4=[O:30])=[CH:13][C:9]=2[C:8](=[O:31])[NH:7]1. (2) Given the reactants [N:1]1[CH:6]=[CH:5][C:4]([N:7]2[CH2:12][CH2:11][NH:10][CH2:9][CH2:8]2)=[CH:3][CH:2]=1.[CH:13]1[C:22]2[C:17](=[CH:18][CH:19]=[CH:20][CH:21]=2)[CH:16]=[CH:15][C:14]=1[S:23]([N:26]1[CH2:31][CH2:30][CH2:29][CH:28]([C:32](O)=[O:33])[CH2:27]1)(=[O:25])=[O:24], predict the reaction product. The product is: [CH:13]1[C:22]2[C:17](=[CH:18][CH:19]=[CH:20][CH:21]=2)[CH:16]=[CH:15][C:14]=1[S:23]([N:26]1[CH2:31][CH2:30][CH2:29][CH:28]([C:32]([N:10]2[CH2:9][CH2:8][N:7]([C:4]3[CH:5]=[CH:6][N:1]=[CH:2][CH:3]=3)[CH2:12][CH2:11]2)=[O:33])[CH2:27]1)(=[O:24])=[O:25]. (3) Given the reactants [C:1]([OH:9])(=O)[C:2]1[CH:7]=[CH:6][CH:5]=[N:4][CH:3]=1.C(C1NC=CN=1)(C1NC=CN=1)=O.[Mg+2].[Cl-].[Cl-].[K+].[C:26]([O:32][CH2:33][CH3:34])(=[O:31])[CH2:27]C([O-])=O.[N-]1C=CN=C1, predict the reaction product. The product is: [O:9]=[C:1]([C:2]1[CH:3]=[N:4][CH:5]=[CH:6][CH:7]=1)[CH2:27][C:26]([O:32][CH2:33][CH3:34])=[O:31]. (4) Given the reactants Br[C:2]1[C:10]2[C:5](=[CH:6][C:7]([S:11]([N:14](CC3C=CC(OC)=CC=3OC)[C:15]3[S:19][N:18]=[CH:17][N:16]=3)(=[O:13])=[O:12])=[CH:8][CH:9]=2)[N:4]([CH3:31])[CH:3]=1.[CH3:32][N:33]1[C:37]([C:38]2[CH:43]=[C:42]([C:44]([F:47])([F:46])[F:45])[CH:41]=[CH:40][C:39]=2B(O)O)=[CH:36][CH:35]=[N:34]1.P([O-])([O-])([O-])=O.[K+].[K+].[K+].C(Cl)(=O)C, predict the reaction product. The product is: [CH3:31][N:4]1[C:5]2[C:10](=[CH:9][CH:8]=[C:7]([S:11]([NH:14][C:15]3[S:19][N:18]=[CH:17][N:16]=3)(=[O:12])=[O:13])[CH:6]=2)[C:2]([C:39]2[CH:40]=[CH:41][C:42]([C:44]([F:47])([F:45])[F:46])=[CH:43][C:38]=2[C:37]2[N:33]([CH3:32])[N:34]=[CH:35][CH:36]=2)=[CH:3]1. (5) Given the reactants [CH2:1]([N:8]([CH2:19][C:20]1[CH:25]=[CH:24][CH:23]=[CH:22][CH:21]=1)[C@H:9]([CH2:17][OH:18])[CH2:10][C:11]1[CH:16]=[CH:15][CH:14]=[CH:13][CH:12]=1)[C:2]1[CH:7]=[CH:6][CH:5]=[CH:4][CH:3]=1.CCN(CC)CC, predict the reaction product. The product is: [CH2:19]([N:8]([CH2:1][C:2]1[CH:3]=[CH:4][CH:5]=[CH:6][CH:7]=1)[C@@H:9]([CH2:10][C:11]1[CH:12]=[CH:13][CH:14]=[CH:15][CH:16]=1)[CH:17]=[O:18])[C:20]1[CH:21]=[CH:22][CH:23]=[CH:24][CH:25]=1. (6) Given the reactants [CH2:1]([O:8][C:9]([CH2:11][C@H:12]([N:16]1[C:24](=[O:25])[C:23]2[C:18](=[CH:19][CH:20]=[CH:21][CH:22]=2)[C:17]1=[O:26])[C:13](O)=[O:14])=[O:10])[C:2]1[CH:7]=[CH:6][CH:5]=[CH:4][CH:3]=1.CN1CCOCC1.C(OC(Cl)=O)C(C)C.[BH4-].[Na+], predict the reaction product. The product is: [OH:14][CH2:13][C@@H:12]([N:16]1[C:17](=[O:26])[C:18]2[C:23](=[CH:22][CH:21]=[CH:20][CH:19]=2)[C:24]1=[O:25])[CH2:11][C:9]([O:8][CH2:1][C:2]1[CH:7]=[CH:6][CH:5]=[CH:4][CH:3]=1)=[O:10]. (7) Given the reactants [CH3:1][S:2][C:3]1[CH:8]=[CH:7][C:6]([C:9]2([CH:18]3[CH2:23][CH2:22][NH:21][CH2:20][CH2:19]3)[O:13][C:12]3[CH:14]=[CH:15][CH:16]=[CH:17][C:11]=3[O:10]2)=[CH:5][CH:4]=1.O=[C:25]([CH3:39])[CH2:26][CH2:27][N:28]1C(=O)C2C(=CC=CC=2)C1=O, predict the reaction product. The product is: [CH3:1][S:2][C:3]1[CH:8]=[CH:7][C:6]([C:9]2([CH:18]3[CH2:23][CH2:22][N:21]([CH:25]([CH3:39])[CH2:26][CH2:27][NH2:28])[CH2:20][CH2:19]3)[O:13][C:12]3[CH:14]=[CH:15][CH:16]=[CH:17][C:11]=3[O:10]2)=[CH:5][CH:4]=1. (8) Given the reactants [C:1]1([NH2:8])[CH:6]=[CH:5][CH:4]=[C:3]([NH2:7])[CH:2]=1.[CH2:9]([C:11]1[CH:19]=[C:18]([C:20]([F:29])([C:25]([F:28])([F:27])[F:26])[C:21]([F:24])([F:23])[F:22])[CH:17]=[C:16]([CH2:30][CH3:31])[C:12]=1[C:13](Cl)=[O:14])[CH3:10], predict the reaction product. The product is: [NH2:7][C:3]1[CH:2]=[C:1]([NH:8][C:13](=[O:14])[C:12]2[C:11]([CH2:9][CH3:10])=[CH:19][C:18]([C:20]([F:29])([C:21]([F:24])([F:22])[F:23])[C:25]([F:26])([F:27])[F:28])=[CH:17][C:16]=2[CH2:30][CH3:31])[CH:6]=[CH:5][CH:4]=1. (9) The product is: [CH3:23][O:22][C:19]1[CH:20]=[CH:21][C:16]([CH2:15][N:12]2[C:13]3[C:9](=[CH:8][CH:7]=[C:6]([C:4]([C:27]4[CH:32]=[CH:31][CH:30]=[CH:29][CH:28]=4)=[O:5])[CH:14]=3)[C:10]([CH3:24])=[CH:11]2)=[CH:17][CH:18]=1. Given the reactants CON(C)[C:4]([C:6]1[CH:14]=[C:13]2[C:9]([C:10]([CH3:24])=[CH:11][N:12]2[CH2:15][C:16]2[CH:21]=[CH:20][C:19]([O:22][CH3:23])=[CH:18][CH:17]=2)=[CH:8][CH:7]=1)=[O:5].C(N1[C:32]2[C:27](=[CH:28][CH:29]=[C:30](C(NC3C(Cl)=CN=CC=3Cl)=O)[CH:31]=2)C(C)=N1)[C:27]1[CH:32]=[CH:31][CH:30]=[CH:29][CH:28]=1, predict the reaction product. (10) The product is: [Cl:1][CH2:2][CH2:3][O:4][C:5]1[CH:12]=[CH:11][C:8]([CH2:9][Br:15])=[CH:7][CH:6]=1. Given the reactants [Cl:1][CH2:2][CH2:3][O:4][C:5]1[CH:12]=[CH:11][C:8]([CH2:9]O)=[CH:7][CH:6]=1.S(Br)([Br:15])=O, predict the reaction product.